From a dataset of Full USPTO retrosynthesis dataset with 1.9M reactions from patents (1976-2016). Predict the reactants needed to synthesize the given product. (1) Given the product [CH:10]([OH:30])=[O:43].[CH2:22]1[C:23]2[C:28](=[CH:27][CH:26]=[CH:25][CH:24]=2)[CH2:29][CH:21]1[C@H:11]1[NH:12][C:13](=[O:20])[C@@H:14]([CH:15]([CH2:16][CH3:17])[CH2:18][CH3:19])[N:9]([CH2:8][C:3]2[CH:4]=[CH:5][CH:6]=[CH:7][C:2]=2[NH:1][C:42](=[O:43])[CH2:41][CH2:40][N:39]([CH3:45])[CH3:38])[C:10]1=[O:30], predict the reactants needed to synthesize it. The reactants are: [NH2:1][C:2]1[CH:7]=[CH:6][CH:5]=[CH:4][C:3]=1[CH2:8][N:9]1[C@H:14]([CH:15]([CH2:18][CH3:19])[CH2:16][CH3:17])[C:13](=[O:20])[NH:12][C@H:11]([CH:21]2[CH2:29][C:28]3[C:23](=[CH:24][CH:25]=[CH:26][CH:27]=3)[CH2:22]2)[C:10]1=[O:30].N1C=CC=CC=1.Cl.[CH3:38][N:39]([CH3:45])[CH2:40][CH2:41][C:42](Cl)=[O:43]. (2) Given the product [OH:17][CH:16]([C:18]1[CH:19]=[CH:20][C:21]([N+:24]([O-:26])=[O:25])=[CH:22][CH:23]=1)[CH2:15][NH:14][C:11]([C:6]1[NH:7][C:8]2[C:4]([CH:5]=1)=[CH:3][C:2]([Cl:1])=[CH:10][CH:9]=2)=[O:13], predict the reactants needed to synthesize it. The reactants are: [Cl:1][C:2]1[CH:3]=[C:4]2[C:8](=[CH:9][CH:10]=1)[NH:7][C:6]([C:11]([OH:13])=O)=[CH:5]2.[NH2:14][CH2:15][CH:16]([C:18]1[CH:23]=[CH:22][C:21]([N+:24]([O-:26])=[O:25])=[CH:20][CH:19]=1)[OH:17].C1C=CC2N(O)N=NC=2C=1.CCN(C(C)C)C(C)C.CCN=C=NCCCN(C)C. (3) Given the product [ClH:1].[N:2]1[C:11]2[C:6](=[CH:7][CH:8]=[CH:9][CH:10]=2)[CH:5]=[C:4]([C:12]2[C:20]3[C:19]([NH2:21])=[N:18][CH:17]=[N:16][C:15]=3[NH:14][CH:13]=2)[CH:3]=1, predict the reactants needed to synthesize it. The reactants are: [ClH:1].[N:2]1[C:11]2[C:6](=[CH:7][CH:8]=[CH:9][CH:10]=2)[CH:5]=[C:4]([C:12]2[C:20]3[C:19]([NH2:21])=[N:18][CH:17]=[N:16][C:15]=3[N:14](COCC[Si](C)(C)C)[CH:13]=2)[CH:3]=1.C(OCC)(=O)C. (4) Given the product [Cl:1][C:2]1[CH:3]=[CH:4][C:5]([O:29][CH:30]([F:32])[F:31])=[C:6]([C:8]2[C:12]([NH:13][C:14]([C:16]3[CH:17]=[N:18][N:19]4[CH:24]=[CH:23][CH:22]=[N:21][C:20]=34)=[O:15])=[CH:11][N:10]([CH2:25][C:26]([N:34]3[CH2:35][CH2:36][CH:37]([C:40]([O:42][CH2:43][CH:44]4[CH2:49][CH2:48][N:47]([CH3:50])[CH2:46][CH2:45]4)=[O:41])[CH2:38][CH2:39]3)=[O:28])[N:9]=2)[CH:7]=1, predict the reactants needed to synthesize it. The reactants are: [Cl:1][C:2]1[CH:3]=[CH:4][C:5]([O:29][CH:30]([F:32])[F:31])=[C:6]([C:8]2[C:12]([NH:13][C:14]([C:16]3[CH:17]=[N:18][N:19]4[CH:24]=[CH:23][CH:22]=[N:21][C:20]=34)=[O:15])=[CH:11][N:10]([CH2:25][C:26]([OH:28])=O)[N:9]=2)[CH:7]=1.Cl.[NH:34]1[CH2:39][CH2:38][CH:37]([C:40]([O:42][CH2:43][CH:44]2[CH2:49][CH2:48][N:47]([CH3:50])[CH2:46][CH2:45]2)=[O:41])[CH2:36][CH2:35]1.CCN(C(C)C)C(C)C.CN(C(ON1N=NC2C=CC=NC1=2)=[N+](C)C)C.F[P-](F)(F)(F)(F)F. (5) Given the product [Cl:1][C:2]1[C:10]([O:11][CH2:12][CH2:13][O:14][CH2:15][CH2:16][O:17][CH3:18])=[CH:9][C:5]([C:6]([NH:32][S:29]([C:19]2[CH:24]=[CH:23][CH:22]=[CH:21][C:20]=2[S:25](=[O:27])(=[O:26])[NH2:28])(=[O:31])=[O:30])=[O:8])=[CH:4][N:3]=1, predict the reactants needed to synthesize it. The reactants are: [Cl:1][C:2]1[C:10]([O:11][CH2:12][CH2:13][O:14][CH2:15][CH2:16][O:17][CH3:18])=[CH:9][C:5]([C:6]([OH:8])=O)=[CH:4][N:3]=1.[C:19]1([S:29]([NH2:32])(=[O:31])=[O:30])[C:20]([S:25]([NH2:28])(=[O:27])=[O:26])=[CH:21][CH:22]=[CH:23][CH:24]=1.